Dataset: Reaction yield outcomes from USPTO patents with 853,638 reactions. Task: Predict the reaction yield, written as a fraction of the theoretical maximum amount of product (1.0 means a 100% yield; for example, 0.34 means a 34% yield). (1) The reactants are CCCP(O)(O)=O.CCN(C(C)C)C(C)C.[CH2:17]([O:19][P:20]([CH2:25][C:26]1[CH:31]=[CH:30][C:29]([NH:32][C:33]2[N:38]=[C:37]([NH:39][C:40]3[CH:41]=[CH:42][C:43]([C@@H:51]4[CH2:56][CH2:55][C@H:54]([C:57]([OH:59])=O)[CH2:53][CH2:52]4)=[C:44]4[C:48]=3[C:47](=[O:49])[N:46]([CH3:50])[CH2:45]4)[C:36]([C:60]([F:63])([F:62])[F:61])=[CH:35][N:34]=2)=[C:28]([O:64][CH3:65])[CH:27]=1)([O:22][CH2:23][CH3:24])=[O:21])[CH3:18].Cl.[NH2:67][OH:68]. The catalyst is CN(C=O)C. The product is [OH:68][NH:67][C:57]([C@@H:54]1[CH2:55][CH2:56][C@H:51]([C:43]2[CH:42]=[CH:41][C:40]([NH:39][C:37]3[C:36]([C:60]([F:63])([F:61])[F:62])=[CH:35][N:34]=[C:33]([NH:32][C:29]4[CH:30]=[CH:31][C:26]([CH2:25][P:20](=[O:21])([O:19][CH2:17][CH3:18])[O:22][CH2:23][CH3:24])=[CH:27][C:28]=4[O:64][CH3:65])[N:38]=3)=[C:48]3[C:44]=2[CH2:45][N:46]([CH3:50])[C:47]3=[O:49])[CH2:52][CH2:53]1)=[O:59]. The yield is 0.510. (2) The product is [Cl:2][C:3]1[CH:8]=[C:7]2[C:6](=[CH:5][CH:4]=1)[N:9]([CH2:11][CH2:12][CH:13]1[CH2:17][CH2:16][CH2:15][CH2:14]1)[CH:21]=[C:22]2[CH2:23][CH2:24][NH:25][CH3:26]. The reactants are Cl.[Cl:2][C:3]1[CH:8]=[CH:7][C:6]([N:9]([CH2:11][CH2:12][CH:13]2[CH2:17][CH2:16][CH2:15][CH2:14]2)N)=[CH:5][CH:4]=1.C(O[CH:21](OCC)[CH2:22][CH2:23][CH2:24][NH:25][CH3:26])C. The catalyst is C(O)C.O. The yield is 0.460. (3) The reactants are [F:1][C:2]1[CH:3]=[C:4]([C:9](=[O:11])[CH3:10])[CH:5]=[CH:6][C:7]=1[F:8].[CH3:12][O:13][C:14]1[CH:15]=[C:16]([C:24]2[CH:28]=[C:27]([CH:29]=O)[NH:26][N:25]=2)[CH:17]=[C:18]([O:22][CH3:23])[C:19]=1[O:20][CH3:21].[OH-].[Na+]. The catalyst is C(O)C.C(OCC)(=O)C.CCCCCC. The product is [F:1][C:2]1[CH:3]=[C:4]([C:9](=[O:11])/[CH:10]=[CH:29]/[C:27]2[NH:26][N:25]=[C:24]([C:16]3[CH:15]=[C:14]([O:13][CH3:12])[C:19]([O:20][CH3:21])=[C:18]([O:22][CH3:23])[CH:17]=3)[CH:28]=2)[CH:5]=[CH:6][C:7]=1[F:8]. The yield is 0.699. (4) The reactants are [Cl:1][C:2]1[C:3]([Cl:15])=[C:4]([Cl:14])[C:5]([Cl:13])=[C:6]2[C:11](=O)[O:10][C:8](=[O:9])[C:7]=12.[Cl:16][C:17]1[CH:23]=[CH:22][C:20]([OH:21])=[CH:19][C:18]=1[OH:24].[C:25]1([CH:32]=[CH:31][CH:30]=[C:28](O)[CH:27]=1)[OH:26]. No catalyst specified. The product is [Cl:16][C:17]1[C:18]([OH:24])=[CH:19][C:20]2[O:21][C:31]3[C:30](=[CH:28][CH:27]=[C:25]([OH:26])[CH:32]=3)[C:11]3([C:6]4[C:7](=[C:2]([Cl:1])[C:3]([Cl:15])=[C:4]([Cl:14])[C:5]=4[Cl:13])[C:8](=[O:9])[O:10]3)[C:22]=2[CH:23]=1. The yield is 0.186. (5) The reactants are [C:1]1([C:7]#[C:8][C:9]2[CH:14]=[CH:13][NH:12][C:11](=[O:15])[N:10]=2)[CH:6]=[CH:5][CH:4]=[CH:3][CH:2]=1.[OH:16][C:17]([CH3:32])([CH3:31])[CH2:18][O:19][C:20]1[CH:25]=[CH:24][C:23](B(O)O)=[CH:22][C:21]=1[O:29][CH3:30].CN(C)CCN(C)C.C(OC)(C)(C)C. The catalyst is CO.O.C(Cl)Cl.C([O-])(=O)C.[Cu+2].C([O-])(=O)C. The product is [OH:16][C:17]([CH3:32])([CH3:31])[CH2:18][O:19][C:20]1[CH:25]=[CH:24][C:23]([N:12]2[CH:13]=[CH:14][C:9]([C:8]#[C:7][C:1]3[CH:6]=[CH:5][CH:4]=[CH:3][CH:2]=3)=[N:10][C:11]2=[O:15])=[CH:22][C:21]=1[O:29][CH3:30]. The yield is 0.370. (6) The reactants are [OH:1][CH:2]([C:6]1[CH:11]=[CH:10][C:9]([C:12]2[N:16]=[C:15]([C:17]3[O:21][N:20]=[C:19]([C:22]4[CH:27]=[CH:26][CH:25]=[CH:24][CH:23]=4)[C:18]=3[C:28]([F:31])([F:30])[F:29])[O:14][N:13]=2)=[CH:8][CH:7]=1)[C:3](O)=[O:4].[NH2:32][CH2:33][CH:34]1[CH2:38][CH2:37][CH2:36][N:35]1[C:39]([O:41][C:42]([CH3:45])([CH3:44])[CH3:43])=[O:40].CN1CCOCC1.CN(C(ON1N=NC2C=CC=NC1=2)=[N+](C)C)C.F[P-](F)(F)(F)(F)F. The catalyst is CN(C=O)C. The product is [OH:1][CH:2]([C:6]1[CH:11]=[CH:10][C:9]([C:12]2[N:16]=[C:15]([C:17]3[O:21][N:20]=[C:19]([C:22]4[CH:23]=[CH:24][CH:25]=[CH:26][CH:27]=4)[C:18]=3[C:28]([F:31])([F:30])[F:29])[O:14][N:13]=2)=[CH:8][CH:7]=1)[C:3]([NH:32][CH2:33][CH:34]1[CH2:38][CH2:37][CH2:36][N:35]1[C:39]([O:41][C:42]([CH3:45])([CH3:44])[CH3:43])=[O:40])=[O:4]. The yield is 0.656.